This data is from Reaction yield outcomes from USPTO patents with 853,638 reactions. The task is: Predict the reaction yield, written as a fraction of the theoretical maximum amount of product (1.0 means a 100% yield; for example, 0.34 means a 34% yield). The reactants are [F:1][C:2]1([F:29])[CH2:7][CH2:6][N:5]([C:8]([C:10]2[NH:11][C:12]3[C:17]([CH:18]=2)=[CH:16][C:15]([C:19]([N:21]2[CH2:25][CH2:24][CH:23]([N:26]([CH3:28])[CH3:27])[CH2:22]2)=[O:20])=[CH:14][CH:13]=3)=[O:9])[CH2:4][CH2:3]1.[H-].[Na+].[CH:32]1([CH2:35]Br)[CH2:34][CH2:33]1. The catalyst is CN(C)C=O. The product is [CH:32]1([CH2:35][N:11]2[C:12]3[C:17](=[CH:16][C:15]([C:19]([N:21]4[CH2:25][CH2:24][CH:23]([N:26]([CH3:27])[CH3:28])[CH2:22]4)=[O:20])=[CH:14][CH:13]=3)[CH:18]=[C:10]2[C:8]([N:5]2[CH2:6][CH2:7][C:2]([F:1])([F:29])[CH2:3][CH2:4]2)=[O:9])[CH2:34][CH2:33]1. The yield is 0.530.